This data is from Forward reaction prediction with 1.9M reactions from USPTO patents (1976-2016). The task is: Predict the product of the given reaction. (1) Given the reactants [Li+].CC([N-]C(C)C)C.[CH3:9][C:10]1[CH:15]=[CH:14][N:13]=[CH:12][CH:11]=1.[Cl:16][C:17]1[CH:24]=[CH:23][C:20]([C:21]#N)=[CH:19][CH:18]=1.Br.C1C[O:29]CC1, predict the reaction product. The product is: [Cl:16][C:17]1[CH:24]=[CH:23][C:20]([C:21](=[O:29])[CH2:9][C:10]2[CH:15]=[CH:14][N:13]=[CH:12][CH:11]=2)=[CH:19][CH:18]=1. (2) The product is: [CH3:1][C:2]([CH3:27])([CH3:26])[CH2:3][O:4][C:5]1[C:10]([O:11][CH3:12])=[CH:9][CH:8]=[CH:7][C:6]=1/[CH:13]=[CH:14]/[C:15]1[N:16]=[C:17]2[N:21]([C:22]=1[C:23]([NH:35][C:33]1[S:34][C:30]([C:29]([F:37])([F:36])[F:28])=[N:31][N:32]=1)=[O:24])[CH:20]=[CH:19][S:18]2. Given the reactants [CH3:1][C:2]([CH3:27])([CH3:26])[CH2:3][O:4][C:5]1[C:10]([O:11][CH3:12])=[CH:9][CH:8]=[CH:7][C:6]=1/[CH:13]=[CH:14]/[C:15]1[N:16]=[C:17]2[N:21]([C:22]=1[C:23](O)=[O:24])[CH:20]=[CH:19][S:18]2.[F:28][C:29]([F:37])([F:36])[C:30]1[S:34][C:33]([NH2:35])=[N:32][N:31]=1.CCN=C=NCCCN(C)C.Cl, predict the reaction product. (3) Given the reactants [F:1][C@H:2]1[CH2:4][C@H:3]1[C:5](=O)[CH2:6][C:7]#[N:8].[NH2:10][NH2:11], predict the reaction product. The product is: [F:1][C@H:2]1[CH2:4][C@H:3]1[C:5]1[NH:11][N:10]=[C:7]([NH2:8])[CH:6]=1. (4) Given the reactants Cl[C:2]1[NH:3][C:4]2[CH:10]=[CH:9][CH:8]=[CH:7][C:5]=2[N:6]=1.[F:11][C:12]([F:21])([F:20])[C:13]1[CH:19]=[CH:18][C:16]([NH2:17])=[CH:15][CH:14]=1, predict the reaction product. The product is: [N:6]1[C:5]2[CH:7]=[CH:8][CH:9]=[CH:10][C:4]=2[NH:3][C:2]=1[NH:17][C:16]1[CH:18]=[CH:19][C:13]([C:12]([F:11])([F:20])[F:21])=[CH:14][CH:15]=1. (5) Given the reactants [C:1]([C:3]1[CH:8]=[CH:7][C:6]([C:9]2[CH:10]=[N:11][N:12]([C:15]3[CH:23]=[CH:22][C:18]([C:19]([OH:21])=O)=[CH:17][N:16]=3)[C:13]=2[OH:14])=[C:5]([CH3:24])[C:4]=1[F:25])#[N:2].[CH2:26]([N:28]1[CH2:33][CH2:32][NH:31][C@H:30]([CH3:34])[CH2:29]1)[CH3:27].C(C1C=CC(C2C=NN(C3C=CC(C(O)=O)=CN=3)C=2O)=C(C)C=1)#N, predict the reaction product. The product is: [CH2:26]([N:28]1[CH2:33][CH2:32][N:31]([C:19]([C:18]2[CH:22]=[CH:23][C:15]([N:12]3[C:13]([OH:14])=[C:9]([C:6]4[CH:7]=[CH:8][C:3]([C:1]#[N:2])=[C:4]([F:25])[C:5]=4[CH3:24])[CH:10]=[N:11]3)=[N:16][CH:17]=2)=[O:21])[C@H:30]([CH3:34])[CH2:29]1)[CH3:27]. (6) Given the reactants [OH:1][C:2]1[CH:7]=[CH:6][C:5](/[CH:8]=[CH:9]\[C:10]([OH:12])=[O:11])=[CH:4][CH:3]=1.[C:13]([O-:16])([O-])=O.[K+].[K+].Cl[CH2:20][C:21]1[CH:26]=[CH:25][C:24]([O:27][CH3:28])=[CH:23][CH:22]=1, predict the reaction product. The product is: [CH3:28][O:27][C:24]1[CH:25]=[CH:26][C:21]([CH2:20][O:1][C:2]2[CH:3]=[CH:4][C:5](/[CH:8]=[CH:9]\[C:10]([O:12][CH2:8][C:5]3[CH:6]=[CH:7][C:2]([O:16][CH3:13])=[CH:3][CH:4]=3)=[O:11])=[CH:6][CH:7]=2)=[CH:22][CH:23]=1.